This data is from Catalyst prediction with 721,799 reactions and 888 catalyst types from USPTO. The task is: Predict which catalyst facilitates the given reaction. (1) Reactant: F[C:2]1[CH:7]=[CH:6][C:5]([F:8])=[CH:4][C:3]=1[N+:9]([O-:11])=[O:10].[C:12]1([OH:18])[CH:17]=[CH:16][CH:15]=[CH:14][CH:13]=1.C([O-])([O-])=O.[K+].[K+]. Product: [F:8][C:5]1[CH:6]=[CH:7][C:2]([O:18][C:12]2[CH:17]=[CH:16][CH:15]=[CH:14][CH:13]=2)=[C:3]([N+:9]([O-:11])=[O:10])[CH:4]=1. The catalyst class is: 3. (2) Reactant: [Cl:1][C:2]1[CH:7]=[CH:6][C:5]([C:8]2[N:9]=[C:10]([NH:16][C:17]3[CH:22]=[CH:21][C:20]([CH:23]=O)=[CH:19][C:18]=3[N+:25]([O-:27])=[O:26])[S:11][C:12]=2[C:13]([NH2:15])=[O:14])=[CH:4][CH:3]=1.C(O[BH-](OC(=O)C)OC(=O)C)(=O)C.[Na+].[CH3:42][N:43]1[CH2:48][CH2:47][NH:46][CH2:45][CH2:44]1. Product: [Cl:1][C:2]1[CH:3]=[CH:4][C:5]([C:8]2[N:9]=[C:10]([NH:16][C:17]3[CH:22]=[CH:21][C:20]([CH2:23][N:46]4[CH2:47][CH2:48][N:43]([CH3:42])[CH2:44][CH2:45]4)=[CH:19][C:18]=3[N+:25]([O-:27])=[O:26])[S:11][C:12]=2[C:13]([NH2:15])=[O:14])=[CH:6][CH:7]=1. The catalyst class is: 4. (3) Reactant: C(OC([N:8]1[CH2:13][CH2:12][CH2:11][C@@H:10]([C:14]([OH:16])=O)[CH2:9]1)=O)(C)(C)C.O.ON1C2C=CC=CC=2N=N1.[NH:28]1[CH2:33][CH2:32][O:31][CH2:30][CH2:29]1.C(N(CC)CC)C. Product: [N:28]1([C:14]([C@@H:10]2[CH2:11][CH2:12][CH2:13][NH:8][CH2:9]2)=[O:16])[CH2:33][CH2:32][O:31][CH2:30][CH2:29]1. The catalyst class is: 4. (4) Reactant: Cl[C:2]1[N:7]=[CH:6][N:5]=[C:4]([N:8]2[CH2:13][CH2:12][N:11]([C:14]([O:16][C:17]([CH3:20])([CH3:19])[CH3:18])=[O:15])[CH2:10][CH2:9]2)[CH:3]=1.[F:21][C:22]1[CH:27]=[CH:26][CH:25]=[CH:24][C:23]=1OB(O)O.C(=O)([O-])[O-].[Na+].[Na+].C1(C)C=CC=CC=1. Product: [F:21][C:22]1[CH:27]=[CH:26][CH:25]=[CH:24][C:23]=1[C:2]1[N:7]=[CH:6][N:5]=[C:4]([N:8]2[CH2:13][CH2:12][N:11]([C:14]([O:16][C:17]([CH3:20])([CH3:19])[CH3:18])=[O:15])[CH2:10][CH2:9]2)[CH:3]=1. The catalyst class is: 6.